Dataset: Full USPTO retrosynthesis dataset with 1.9M reactions from patents (1976-2016). Task: Predict the reactants needed to synthesize the given product. (1) Given the product [ClH:24].[CH3:1][O:2][CH2:3][C@H:4]([C:5]1[CH:6]=[CH:7][C:8]([O:11][C:12]([F:13])([F:14])[F:15])=[CH:9][CH:10]=1)[NH2:16], predict the reactants needed to synthesize it. The reactants are: [CH3:1][O:2][CH2:3][C@@H:4]([NH:16]C(=O)OC(C)(C)C)[C:5]1[CH:10]=[CH:9][C:8]([O:11][C:12]([F:15])([F:14])[F:13])=[CH:7][CH:6]=1.[ClH:24].C(OCC)(=O)C. (2) Given the product [CH3:1][O:2][C:3](=[O:33])[C:4]1[CH:9]=[CH:8][C:7]([CH2:10][N:11]2[CH:15]=[C:14]([C:16]3[CH:21]=[CH:20][C:19]([Cl:22])=[CH:18][C:17]=3[Cl:23])[N:13]=[C:12]2/[CH:24]=[CH:25]/[C:26]2[CH:31]=[CH:30][C:29]([C:41]3[CH:42]=[CH:43][C:38]([S:36]([CH2:34][CH3:35])=[O:37])=[CH:39][CH:40]=3)=[CH:28][CH:27]=2)=[CH:6][CH:5]=1, predict the reactants needed to synthesize it. The reactants are: [CH3:1][O:2][C:3](=[O:33])[C:4]1[CH:9]=[CH:8][C:7]([CH2:10][N:11]2[CH:15]=[C:14]([C:16]3[CH:21]=[CH:20][C:19]([Cl:22])=[CH:18][C:17]=3[Cl:23])[N:13]=[C:12]2/[CH:24]=[CH:25]/[C:26]2[CH:31]=[CH:30][C:29](Br)=[CH:28][CH:27]=2)=[CH:6][CH:5]=1.[CH2:34]([S:36]([C:38]1[CH:43]=[CH:42][C:41](B(O)O)=[CH:40][CH:39]=1)=[O:37])[CH3:35].